From a dataset of Reaction yield outcomes from USPTO patents with 853,638 reactions. Predict the reaction yield, written as a fraction of the theoretical maximum amount of product (1.0 means a 100% yield; for example, 0.34 means a 34% yield). (1) The reactants are C(OC(=O)C([O:12][NH:13][C:14](=[NH:23])[C:15]([CH3:22])([CH3:21])[CH2:16][O:17][CH2:18][CH2:19][Cl:20])=CC(OCC)=O)C.ClCCOCC(C1NC(=O)C(O)=C(C(OCC)=O)N=1)(C)C. The catalyst is CC1C=CC(C)=CC=1C. The product is [Cl:20][CH2:19][CH2:18][O:17][CH2:16][C:15]([CH3:22])([CH3:21])[C:14]([NH:13][OH:12])=[NH:23]. The yield is 0.430. (2) The reactants are [NH:1]1[CH2:6][CH2:5][CH2:4][CH2:3][CH2:2]1.C[Al](C)C.CO[C:13]([C:15]1[CH:16]=[C:17]([NH2:30])[C:18]2[N:19]([N:21]=[C:22]([C:24]3[O:25][C:26]([Br:29])=[CH:27][CH:28]=3)[N:23]=2)[CH:20]=1)=[O:14]. The catalyst is O1CCOCC1.C1(C)C=CC=CC=1.Cl. The product is [NH2:30][C:17]1[C:18]2[N:19]([N:21]=[C:22]([C:24]3[O:25][C:26]([Br:29])=[CH:27][CH:28]=3)[N:23]=2)[CH:20]=[C:15]([C:13]([N:1]2[CH2:6][CH2:5][CH2:4][CH2:3][CH2:2]2)=[O:14])[CH:16]=1. The yield is 0.290.